From a dataset of Forward reaction prediction with 1.9M reactions from USPTO patents (1976-2016). Predict the product of the given reaction. Given the reactants [CH2:1]1[C:10]2[C:5](=[CH:6][CH:7]=[N:8][CH:9]=2)[CH2:4][CH2:3][N:2]1[C:11]([O:13][C:14]([CH3:17])([CH3:16])[CH3:15])=[O:12], predict the reaction product. The product is: [CH2:1]1[CH:10]2[CH:5]([CH2:6][CH2:7][NH:8][CH2:9]2)[CH2:4][CH2:3][N:2]1[C:11]([O:13][C:14]([CH3:17])([CH3:16])[CH3:15])=[O:12].